The task is: Predict the product of the given reaction.. This data is from Forward reaction prediction with 1.9M reactions from USPTO patents (1976-2016). (1) Given the reactants C(OC(=O)[NH:7][CH2:8][CH2:9][N:10]1[CH2:15][CH2:14][N:13]([CH2:16][C:17]2[C:18]([C:38]3[CH:43]=[CH:42][CH:41]=[CH:40][CH:39]=3)=[N:19][C:20]3[C:25]([C:26]=2[C:27](=[O:37])[NH:28][C@H:29]([CH:31]2[CH2:36][CH2:35][CH2:34][CH2:33][CH2:32]2)[CH3:30])=[CH:24][CH:23]=[CH:22][CH:21]=3)[CH2:12][C:11]1=[O:44])(C)(C)C.C(NCCBr)(OC(C)(C)C)=O.C(O)(C(F)(F)F)=O, predict the reaction product. The product is: [CH:31]1([C@@H:29]([NH:28][C:27]([C:26]2[C:25]3[C:20](=[CH:21][CH:22]=[CH:23][CH:24]=3)[N:19]=[C:18]([C:38]3[CH:43]=[CH:42][CH:41]=[CH:40][CH:39]=3)[C:17]=2[CH2:16][N:13]2[CH2:14][CH2:15][N:10]([CH2:9][CH2:8][NH2:7])[C:11](=[O:44])[CH2:12]2)=[O:37])[CH3:30])[CH2:36][CH2:35][CH2:34][CH2:33][CH2:32]1. (2) The product is: [CH:4]1([N:10]2[C:18]3[C:17](=[O:50])[NH:16][C:15]([C:20]4[CH:25]=[CH:24][C:23]([N:26]5[CH2:31][CH2:30][CH:29]([N:32]([CH3:33])[C:37](=[O:39])[CH3:38])[CH2:28][CH2:27]5)=[CH:22][C:21]=4[O:34][CH3:35])=[N:14][C:13]=3[C:12]([CH3:36])=[N:11]2)[CH2:5][CH2:6][CH2:7][CH2:8][CH2:9]1. Given the reactants C(Cl)Cl.[CH:4]1([N:10]2[C:18]3[C:17](=O)[NH:16][C:15]([C:20]4[CH:25]=[CH:24][C:23]([N:26]5[CH2:31][CH2:30][CH:29]([NH:32][CH3:33])[CH2:28][CH2:27]5)=[CH:22][C:21]=4[O:34][CH3:35])=[N:14][C:13]=3[C:12]([CH3:36])=[N:11]2)[CH2:9][CH2:8][CH2:7][CH2:6][CH2:5]1.[C:37](OC(=O)C)(=[O:39])[CH3:38].N1C=CC=CC=1.[OH2:50], predict the reaction product.